The task is: Predict which catalyst facilitates the given reaction.. This data is from Catalyst prediction with 721,799 reactions and 888 catalyst types from USPTO. Reactant: [CH:1]1[C:13]2[CH2:12][C:11]3[C:6](=[CH:7][CH:8]=[CH:9][CH:10]=3)[C:5]=2[CH:4]=[CH:3][CH:2]=1.C[C:15]([CH3:18])([O-])[CH3:16].[K+].[CH2:20](Cl)[CH:21]=[CH2:22].O. Product: [CH2:16]([C:12]1([CH2:22][CH:21]=[CH2:20])[C:11]2[CH:10]=[CH:9][CH:8]=[CH:7][C:6]=2[C:5]2[C:13]1=[CH:1][CH:2]=[CH:3][CH:4]=2)[CH:15]=[CH2:18]. The catalyst class is: 81.